From a dataset of Experimentally validated miRNA-target interactions with 360,000+ pairs, plus equal number of negative samples. Binary Classification. Given a miRNA mature sequence and a target amino acid sequence, predict their likelihood of interaction. (1) The miRNA is hsa-miR-8087 with sequence GAAGACUUCUUGGAUUACAGGGG. The protein sequence of the target gene is MGENDPPAVEAPFSFRSLFGLDDLKISPVAPDADAVAAQILSLLPLKFFPIIVIGIIALILALAIGLGIHFDCSGKYRCRSSFKCIELIARCDGVSDCKDGEDEYRCVRVGGQNAVLQVFTAASWKTMCSDDWKGHYANVACAQLGFPSYVSSDNLRVSSLEGQFREEFVSIDHLLPDDKVTALHHSVYVREGCASGHVVTLQCTACGHRRGYSSRIVGGNMSLLSQWPWQASLQFQGYHLCGGSVITPLWIITAAHCVYDLYLPKSWTIQVGLVSLLDNPAPSHLVEKIVYHSKYKPKR.... Result: 0 (no interaction). (2) The miRNA is mmu-miR-3473c with sequence UCUCUCCAGCCCCCAUAAUAAG. The protein sequence of the target gene is MDLKESPSEGSLQPSSIQIFANTSTLHGIRHIFVYGPLTIRRVLWAVAFVGSLGLLLVESSERVSYYFSYQHVTKVDEVVAQSLVFPAVTLCNLNGFRFSRLTTNDLYHAGELLALLDVNLQIPDPHLADPTVLEALRQKANFKHYKPKQFSMLEFLHRVGHDLKDMMLYCKFKGQECGHQDFTTVFTKYGKCYMFNSGEDGKPLLTTVKGGTGNGLEIMLDIQQDEYLPIWGETEETTFEAGVKVQIHSQSEPPFIQELGFGVAPGFQTFVATQEQRLTYLPPPWGECRSSEMGLDFFP.... Result: 0 (no interaction). (3) The miRNA is hsa-miR-3661 with sequence UGACCUGGGACUCGGACAGCUG. The protein sequence of the target gene is MANKGPSYGMSREVQSKIEKKYDEELEERLVEWIVMQCGPDVGRPDRGRLGFQVWLKNGVILSKLVNSLYPEGSKPVKVPENPPSMVFKQMEQVAQFLKAAEDYGVTKTDMFQTVDLFEGKDMAAVQRTVMALGSLAVTKNDGHYRGDPNWFMKKAQEHKREFTDSQLQEGKHVIGLQMGSNRGASQAGMTGYGRPRQIIS. Result: 0 (no interaction). (4) The miRNA is hsa-let-7i-5p with sequence UGAGGUAGUAGUUUGUGCUGUU. The protein sequence of the target gene is MHCGPPDMVCETKIVAAEDHEALPGAKKDALLAAAGAMWPPLPAAPGPAAAPPAPPPAPVAQPHGGAGGAGPPGGRGVCIREFRAAEQEAARRIFYDGIMERIPNTAFRGLRQHPRAQLLYALLAALCFAVSRSLLLTCLVPAALLGLRYYYSRKVIRAYLECALHTDMADIEQYYMKPPGSCFWVAVLDGNVVGIVAARAHEEDNTVELLRMSVDSRFRGKGIAKALGRKVLEFAVVHNYSAVVLGTTAVKVAAHKLYESLGFRHMGASDHYVLPGMTLSLAERLFFQVRYHRYRLQLR.... Result: 1 (interaction). (5) The miRNA is hsa-miR-3679-5p with sequence UGAGGAUAUGGCAGGGAAGGGGA. The protein sequence of the target gene is MATAESRALQFAEGAAFPAYRAPHAGGALLPPPSPAAALLPAPPAGPGPATFAGFLGRDPGPAPPPPASLGSPAPPKGAAAPSASQRRKRTSFSAEQLQLLELVFRRTRYPDIHLRERLAALTLLPESRIQVWFQNRRAKSRRQSGKSFQPLARPEIILNHCAPGTETKCLKPQLPLEVDVNCLPEPNGVGGGISDSSSQGQNFETCSPLSEDIGSKLDSWEEHIFSAFGNF. Result: 0 (no interaction).